The task is: Predict which catalyst facilitates the given reaction.. This data is from Catalyst prediction with 721,799 reactions and 888 catalyst types from USPTO. (1) Reactant: [Br:1][C:2]1[CH:8]=[CH:7][C:5]([NH2:6])=[C:4]([N+:9]([O-:11])=[O:10])[C:3]=1[CH3:12].[OH-].[K+]. Product: [Br:1][C:2]1[CH:8]=[CH:7][C:5]2[C:4]([C:3]=1[CH3:12])=[N+:9]([O-:11])[O:10][N:6]=2. The catalyst class is: 8. (2) Reactant: [CH3:1][C:2]1[C:10]2[C:5](=[CH:6][CH:7]=[CH:8][C:9]=2OS(C(F)(F)F)(=O)=O)[NH:4][N:3]=1.[N:19]1[C:28]2[C:23](=[CH:24][CH:25]=[CH:26][CH:27]=2)[CH:22]=[C:21](B(O)O)[CH:20]=1.C(=O)([O-])[O-].[Na+].[Na+].O. Product: [CH3:1][C:2]1[C:10]2[C:5](=[CH:6][CH:7]=[CH:8][C:9]=2[C:21]2[CH:20]=[N:19][C:28]3[C:23]([CH:22]=2)=[CH:24][CH:25]=[CH:26][CH:27]=3)[NH:4][N:3]=1. The catalyst class is: 335. (3) Reactant: [Cl:1][C:2]1[CH:26]=[CH:25][C:5]([CH2:6][NH:7][C:8]([C:10]2[C:11](=[O:24])[C:12]3[CH:21]=[C:20]([CH2:22]Cl)[S:19][C:13]=3[N:14]([CH2:16][CH2:17][CH3:18])[CH:15]=2)=[O:9])=[CH:4][CH:3]=1.Cl.[CH3:28][NH:29][CH2:30][CH:31]([C:33]1[CH:38]=[CH:37][CH:36]=[CH:35][N:34]=1)[OH:32].C(N(CC)C(C)C)(C)C. Product: [Cl:1][C:2]1[CH:26]=[CH:25][C:5]([CH2:6][NH:7][C:8]([C:10]2[C:11](=[O:24])[C:12]3[CH:21]=[C:20]([CH2:22][N:29]([CH2:30][CH:31]([OH:32])[C:33]4[CH:38]=[CH:37][CH:36]=[CH:35][N:34]=4)[CH3:28])[S:19][C:13]=3[N:14]([CH2:16][CH2:17][CH3:18])[CH:15]=2)=[O:9])=[CH:4][CH:3]=1. The catalyst class is: 3. (4) Reactant: [OH:1][CH2:2][P:3](=[O:10])([O:7][CH2:8][CH3:9])[O:4][CH2:5][CH3:6].[H-].[Na+].[Cl:13][C:14]1[S:15][C:16]([CH2:20]Br)=[C:17]([Cl:19])[N:18]=1. Product: [Cl:13][C:14]1[S:15][C:16]([CH2:20][O:1][CH2:2][P:3]([O:7][CH2:8][CH3:9])([O:4][CH2:5][CH3:6])=[O:10])=[C:17]([Cl:19])[N:18]=1. The catalyst class is: 1.